Dataset: Catalyst prediction with 721,799 reactions and 888 catalyst types from USPTO. Task: Predict which catalyst facilitates the given reaction. (1) Reactant: [Cl:1][C:2]1[C:10]2[C:5](=[CH:6][CH:7]=[CH:8][CH:9]=2)[NH:4][C:3]=1[C:11]([NH2:13])=O.P(Cl)(Cl)(Cl)=O.Cl. Product: [Cl:1][C:2]1[C:10]2[C:5](=[CH:6][CH:7]=[CH:8][CH:9]=2)[NH:4][C:3]=1[C:11]#[N:13]. The catalyst class is: 22. (2) Reactant: [CH2:1]([O:8][C:9]1[CH:10]=[C:11]([CH:13]=[C:14](Br)[CH:15]=1)[NH2:12])[C:2]1[CH:7]=[CH:6][CH:5]=[CH:4][CH:3]=1.[CH3:17][C:18]1([CH3:34])[C:22]([CH3:24])([CH3:23])[O:21][B:20]([B:20]2[O:21][C:22]([CH3:24])([CH3:23])[C:18]([CH3:34])([CH3:17])[O:19]2)[O:19]1.C([O-])(=O)C.[K+].O. Product: [CH2:1]([O:8][C:9]1[CH:10]=[C:11]([CH:13]=[C:14]([B:20]2[O:21][C:22]([CH3:24])([CH3:23])[C:18]([CH3:34])([CH3:17])[O:19]2)[CH:15]=1)[NH2:12])[C:2]1[CH:7]=[CH:6][CH:5]=[CH:4][CH:3]=1. The catalyst class is: 418. (3) Reactant: [Cl:1][C:2]1[CH:7]=[CH:6][C:5]([CH2:8][NH:9]C(=O)C(F)(F)F)=[CH:4][C:3]=1[C:16]1[NH:20][C:19](=[O:21])[N:18]([C:22]2[CH:31]=[CH:30][C:25]([C:26]([O:28][CH3:29])=[O:27])=[CH:24][CH:23]=2)[N:17]=1.Cl. Product: [ClH:1].[NH2:9][CH2:8][C:5]1[CH:6]=[CH:7][C:2]([Cl:1])=[C:3]([C:16]2[NH:20][C:19](=[O:21])[N:18]([C:22]3[CH:31]=[CH:30][C:25]([C:26]([O:28][CH3:29])=[O:27])=[CH:24][CH:23]=3)[N:17]=2)[CH:4]=1. The catalyst class is: 5. (4) Reactant: C(OC(N1C[CH2:11][CH2:10][C@H:9]1[CH2:13][NH:14][C:15]([C:17]1[C:26]2[CH2:25][C:24]([CH3:28])([CH3:27])[CH2:23][NH:22][C:21](=[O:29])[C:20]=2[S:19][C:18]=1[NH:30][C:31]1[CH:36]=[CH:35][C:34]([I:37])=[CH:33][C:32]=1[F:38])=[O:16])=O)(C)(C)C.C(Cl)CCl.C1C=CC2N(O)N=NC=2C=1.CN1CCOCC1.[N:60]1C=C(CCN)[NH:62][CH:61]=1. Product: [N:60]1[CH:11]=[C:10]([CH2:9][CH2:13][NH:14][C:15]([C:17]2[C:26]3[CH2:25][C:24]([CH3:27])([CH3:28])[CH2:23][NH:22][C:21](=[O:29])[C:20]=3[S:19][C:18]=2[NH:30][C:31]2[CH:36]=[CH:35][C:34]([I:37])=[CH:33][C:32]=2[F:38])=[O:16])[NH:62][CH:61]=1. The catalyst class is: 735.